This data is from Reaction yield outcomes from USPTO patents with 853,638 reactions. The task is: Predict the reaction yield, written as a fraction of the theoretical maximum amount of product (1.0 means a 100% yield; for example, 0.34 means a 34% yield). (1) The reactants are [CH3:1][S:2]([C:5]1[N:10]=[CH:9][C:8]([N:11]2[C:16]3[C:17]([CH3:22])=[C:18](N)[CH:19]=[CH:20][C:15]=3[O:14][CH2:13][CH2:12]2)=[CH:7][C:6]=1[CH3:23])(=[O:4])=[O:3].N([O-])=[O:25].[Na+]. The catalyst is O.OS(O)(=O)=O. The product is [CH3:1][S:2]([C:5]1[N:10]=[CH:9][C:8]([N:11]2[C:16]3[C:17]([CH3:22])=[C:18]([OH:25])[CH:19]=[CH:20][C:15]=3[O:14][CH2:13][CH2:12]2)=[CH:7][C:6]=1[CH3:23])(=[O:4])=[O:3]. The yield is 0.250. (2) The reactants are [CH3:1][O:2][C:3]1[CH:10]=[CH:9][C:6]([CH2:7]O)=[CH:5][CH:4]=1.Cl.[NH2:12][C@H:13]([C:16]([OH:18])=[O:17])[CH2:14][SH:15].[OH-].[Na+]. The catalyst is C(OCC)C.C(O)C. The product is [NH2:12][C@@H:13]([CH2:14][S:15][CH2:7][C:6]1[CH:9]=[CH:10][C:3]([O:2][CH3:1])=[CH:4][CH:5]=1)[C:16]([OH:18])=[O:17]. The yield is 0.640. (3) The reactants are [Br:1][C:2]1[CH:9]=[CH:8][C:5]([CH:6]=[O:7])=[C:4](F)[CH:3]=1.[CH3:11][O-:12].[Na+]. The catalyst is CO. The product is [Br:1][C:2]1[CH:9]=[CH:8][C:5]([CH:6]=[O:7])=[C:4]([O:12][CH3:11])[CH:3]=1. The yield is 0.970. (4) The reactants are CC(OI1(OC(C)=O)(OC(C)=O)OC(=O)C2C=CC=CC1=2)=O.[N:23]1[C:28]2[NH:29][C:30]3[CH:38]=[CH:37][N:36]=[CH:35][C:31]=3[CH2:32][CH:33]([OH:34])[C:27]=2[CH:26]=[CH:25][CH:24]=1.S(=O)(=O)(O)[O-].[Na+]. The catalyst is ClCCl.O.C(=O)(O)[O-].[Na+]. The product is [N:23]1[C:28]2[NH:29][C:30]3[CH:38]=[CH:37][N:36]=[CH:35][C:31]=3[CH2:32][C:33](=[O:34])[C:27]=2[CH:26]=[CH:25][CH:24]=1. The yield is 0.900. (5) The reactants are [Cl:1][C:2]1[CH:7]=[CH:6][CH:5]=[CH:4][C:3]=1[CH:8]([N:18]([C:38]1[CH:43]=[CH:42][CH:41]=[C:40]([F:44])[CH:39]=1)[C:19]([CH:21]1[CH2:30][CH2:29][C:28]2[C:23](=[CH:24][CH:25]=[CH:26][CH:27]=2)[N:22]1C(OC(C)(C)C)=O)=[O:20])[C:9]([NH:11][CH:12]1[CH2:17][CH2:16][CH2:15][CH2:14][CH2:13]1)=[O:10].C(Cl)(=O)C. The catalyst is CO. The product is [Cl:1][C:2]1[CH:7]=[CH:6][CH:5]=[CH:4][C:3]=1[CH:8]([N:18]([C:38]1[CH:43]=[CH:42][CH:41]=[C:40]([F:44])[CH:39]=1)[C:19]([CH:21]1[CH2:30][CH2:29][C:28]2[C:23](=[CH:24][CH:25]=[CH:26][CH:27]=2)[NH:22]1)=[O:20])[C:9]([NH:11][CH:12]1[CH2:13][CH2:14][CH2:15][CH2:16][CH2:17]1)=[O:10]. The yield is 0.470. (6) The reactants are [F:1][C:2]1[CH:7]=[CH:6][C:5]([C:8]2[CH:13]=[CH:12][CH:11]=[CH:10][C:9]=2[NH:14][C:15](=O)[CH3:16])=[CH:4][CH:3]=1.[OH-].[NH4+]. No catalyst specified. The product is [F:1][C:2]1[CH:7]=[CH:6][C:5]2[C:4](=[C:15]([CH3:16])[N:14]=[C:9]3[C:8]=2[CH:13]=[CH:12][CH:11]=[CH:10]3)[CH:3]=1. The yield is 0.940. (7) The reactants are C(N(CC)CC)C.[CH:8]([C:10]1[C:18]2[C:13](=[CH:14][CH:15]=[CH:16][CH:17]=2)[N:12](C(OC(C)(C)C)=O)[CH:11]=1)=[O:9].[CH3:26][O:27][C:28]1[CH:29]=[C:30]([CH2:42][OH:43])[CH:31]=[C:32]([N:34]=[CH:35][C:36]2[CH:37]=[N:38][CH:39]=[CH:40][CH:41]=2)[CH:33]=1. The catalyst is [Cl-].C([N+]1C(C)=C(CCO)SC=1)C1C=CC=CC=1.C(O)C. The product is [OH:43][CH2:42][C:30]1[CH:31]=[C:32]([NH:34][CH:35]([C:36]2[CH:37]=[N:38][CH:39]=[CH:40][CH:41]=2)[C:8]([C:10]2[C:18]3[C:13](=[CH:14][CH:15]=[CH:16][CH:17]=3)[NH:12][CH:11]=2)=[O:9])[CH:33]=[C:28]([O:27][CH3:26])[CH:29]=1. The yield is 0.390.